Dataset: Forward reaction prediction with 1.9M reactions from USPTO patents (1976-2016). Task: Predict the product of the given reaction. (1) Given the reactants [CH:1]1([NH:5][C:6]2[C:7]3[CH:31]=[CH:30][NH:29][C:8]=3[N:9]=[C:10]([NH:12][C:13]3[CH:18]=[CH:17][C:16](S(N4CCC(O)CC4)(=O)=O)=[CH:15][CH:14]=3)[N:11]=2)[CH2:4][CH2:3][CH2:2]1.[CH2:32]([O:39][CH2:40][C:41]([N:43](C)[C:44]1C=CC(N)=CC=1)=[O:42])[C:33]1[CH:38]=[CH:37][CH:36]=[CH:35][CH:34]=1, predict the reaction product. The product is: [CH2:32]([O:39][CH2:40][C:41]([N:43]([C:16]1[CH:17]=[CH:18][C:13]([NH:12][C:10]2[N:11]=[C:6]([NH:5][CH:1]3[CH2:2][CH2:3][CH2:4]3)[C:7]3[CH:31]=[CH:30][NH:29][C:8]=3[N:9]=2)=[CH:14][CH:15]=1)[CH3:44])=[O:42])[C:33]1[CH:38]=[CH:37][CH:36]=[CH:35][CH:34]=1. (2) The product is: [NH2:17][C:18]1[C:19]([C:25]#[N:26])=[N:20][C:21]([C:8]2[CH:9]=[CH:10][C:5]([CH:1]3[CH2:4][CH2:3][CH2:2]3)=[C:6]([O:15][CH3:16])[C:7]=2[F:14])=[CH:22][N:23]=1. Given the reactants [CH:1]1([C:5]2[CH:10]=[CH:9][C:8](B(O)O)=[C:7]([F:14])[C:6]=2[O:15][CH3:16])[CH2:4][CH2:3][CH2:2]1.[NH2:17][C:18]1[C:19]([C:25]#[N:26])=[N:20][C:21](Br)=[CH:22][N:23]=1, predict the reaction product. (3) The product is: [Br:23][C:24]1[CH:25]=[CH:26][C:27]([O:32][CH2:33][CH2:34][O:35][CH3:36])=[C:28]([CH:31]=1)[CH2:29][NH:1][C:2]1[CH:3]=[C:4]2[C:9](=[CH:10][CH:11]=1)[N:8]=[CH:7][C:6]([C:12]#[N:13])=[C:5]2[NH:14][C:15]1[CH:20]=[CH:19][C:18]([F:21])=[C:17]([Cl:22])[CH:16]=1. Given the reactants [NH2:1][C:2]1[CH:3]=[C:4]2[C:9](=[CH:10][CH:11]=1)[N:8]=[CH:7][C:6]([C:12]#[N:13])=[C:5]2[NH:14][C:15]1[CH:20]=[CH:19][C:18]([F:21])=[C:17]([Cl:22])[CH:16]=1.[Br:23][C:24]1[CH:25]=[CH:26][C:27]([O:32][CH2:33][CH2:34][O:35][CH3:36])=[C:28]([CH:31]=1)[CH:29]=O.[BH3-]C#N.[Na+], predict the reaction product. (4) Given the reactants [CH3:1][O:2][C:3]([N:5]1[C@@H:13]2[C@@H:8]([C@@:9]([OH:23])([C:14]#[C:15][C:16]3[CH:17]=[C:18]([CH3:22])[CH:19]=[CH:20][CH:21]=3)[CH2:10][CH2:11][CH2:12]2)[CH2:7][CH2:6]1)=[O:4].[N:24]1[CH:29]=[CH:28][CH:27]=[CH:26][C:25]=1[C:30](O)=[O:31], predict the reaction product. The product is: [CH3:1][O:2][C:3]([N:5]1[C@H:13]2[C@H:8]([C@:9]([O:23][C:30]([C:25]3[CH:26]=[CH:27][CH:28]=[CH:29][N:24]=3)=[O:31])([C:14]#[C:15][C:16]3[CH:17]=[C:18]([CH3:22])[CH:19]=[CH:20][CH:21]=3)[CH2:10][CH2:11][CH2:12]2)[CH2:7][CH2:6]1)=[O:4]. (5) Given the reactants [C:1]([C:3]1[C:8]([NH:9][C:10]2[S:14][N:13]=[C:12]([CH3:15])[CH:11]=2)=[CH:7][C:6]([NH:16][C@H:17]([CH2:21][C:22]2[CH:27]=[CH:26][C:25]([C:28]3[CH:33]=[CH:32][N:31]=[CH:30][CH:29]=3)=[CH:24][CH:23]=2)[C:18]([NH2:20])=[O:19])=[C:5]([F:34])[CH:4]=1)#[N:2].[OH-].[Na+].OO.CC(O)=[O:41], predict the reaction product. The product is: [NH2:20][C:18](=[O:19])[C@H:17]([NH:16][C:6]1[C:5]([F:34])=[CH:4][C:3]([C:1]([NH2:2])=[O:41])=[C:8]([NH:9][C:10]2[S:14][N:13]=[C:12]([CH3:15])[CH:11]=2)[CH:7]=1)[CH2:21][C:22]1[CH:27]=[CH:26][C:25]([C:28]2[CH:29]=[CH:30][N:31]=[CH:32][CH:33]=2)=[CH:24][CH:23]=1. (6) Given the reactants [F:1][C:2]([F:13])([F:12])[C:3]1[N:8]=[CH:7][C:6](B(O)O)=[CH:5][CH:4]=1.Br[C:15]1[N:20]=[C:19]([CH:21]=[O:22])[C:18]([Cl:23])=[CH:17][CH:16]=1.C([O-])([O-])=O.[Na+].[Na+].COCCOC, predict the reaction product. The product is: [Cl:23][C:18]1[CH:17]=[CH:16][C:15]([C:6]2[CH:7]=[N:8][C:3]([C:2]([F:13])([F:12])[F:1])=[CH:4][CH:5]=2)=[N:20][C:19]=1[CH:21]=[O:22]. (7) Given the reactants [CH3:1][C:2]1([CH3:34])[S:6][C@@H:5]2[C@H:7]([NH:10][C:11]([C@H:13]([NH:21][C:22]([C@H:24]([NH2:30])[CH2:25][C:26]([NH:28][CH3:29])=[O:27])=[O:23])[C:14]3[CH:19]=[CH:18][C:17]([OH:20])=[CH:16][CH:15]=3)=[O:12])[C:8](=[O:9])[N:4]2[C@H:3]1[C:31]([OH:33])=[O:32].N[C@H](C(O)=O)CC1C2C(=CC=CC=2)NC=1.CC(S[C@@H]1O[C@H](CO)[C@H](O)[C@H](O)[C@H]1O)C.[CH:65]1[CH:70]=[C:69]2[C:71]([CH2:74][C@@:75]([OH:85])([C:82]([OH:84])=[O:83])[CH2:76][C@H:77]([NH2:81])[C:78]([OH:80])=[O:79])=[CH:72][NH:73][C:68]2=[CH:67][CH:66]=1, predict the reaction product. The product is: [CH3:1][C:2]1([CH3:34])[S:6][C@@H:5]2[C@H:7]([NH:10][C:11]([C@H:13]([NH:21][C:22]([C@H:24]([NH2:30])[CH2:25][C:26]([NH:28][CH3:29])=[O:27])=[O:23])[C:14]3[CH:19]=[CH:18][C:17]([OH:20])=[CH:16][CH:15]=3)=[O:12])[C:8](=[O:9])[N:4]2[C@H:3]1[C:31]([OH:33])=[O:32].[CH:65]1[CH:70]=[C:69]2[C:71]([CH2:74][C@@:75]([OH:85])([C:82]([OH:84])=[O:83])[CH2:76][C@H:77]([NH2:81])[C:78]([OH:80])=[O:79])=[CH:72][NH:73][C:68]2=[CH:67][CH:66]=1.[NH:73]1[C:68]2[C:69](=[CH:70][CH:65]=[CH:66][CH:67]=2)[C:71]([CH2:74][C:75](=[O:85])[C:82]([O-:84])=[O:83])=[CH:72]1.